From a dataset of Reaction yield outcomes from USPTO patents with 853,638 reactions. Predict the reaction yield, written as a fraction of the theoretical maximum amount of product (1.0 means a 100% yield; for example, 0.34 means a 34% yield). (1) The reactants are Br[C:2]1[C:10]2[C:5](=[CH:6][CH:7]=[CH:8][CH:9]=2)[N:4]([Si:11]([CH:18]([CH3:20])[CH3:19])([CH:15]([CH3:17])[CH3:16])[CH:12]([CH3:14])[CH3:13])[CH:3]=1.[NH:21]1[CH2:26][CH2:25][O:24][CH2:23][CH2:22]1.C[Si]([N-][Si](C)(C)C)(C)C.[Li+].C1COCC1. The catalyst is C1C=CC(/C=C/C(/C=C/C2C=CC=CC=2)=O)=CC=1.C1C=CC(/C=C/C(/C=C/C2C=CC=CC=2)=O)=CC=1.C1C=CC(/C=C/C(/C=C/C2C=CC=CC=2)=O)=CC=1.C(Cl)(Cl)Cl.[Pd].[Pd].C1(P(C2CCCCC2)C2C=CC=CC=2C2C=CC=CC=2N(C)C)CCCCC1. The product is [N:21]1([C:2]2[C:10]3[C:5](=[CH:6][CH:7]=[CH:8][CH:9]=3)[N:4]([Si:11]([CH:18]([CH3:20])[CH3:19])([CH:15]([CH3:17])[CH3:16])[CH:12]([CH3:14])[CH3:13])[CH:3]=2)[CH2:26][CH2:25][O:24][CH2:23][CH2:22]1. The yield is 0.600. (2) The reactants are C([O:3][C:4](=[O:31])[C:5]1[CH:10]=[CH:9][C:8]([NH:11][C:12]([C:14]2[CH:18]=[C:17]([CH3:19])[N:16]([C:20]3[CH:25]=[CH:24][CH:23]=[CH:22][C:21]=3[C:26]([F:29])([F:28])[F:27])[C:15]=2[CH3:30])=[O:13])=[CH:7][CH:6]=1)C.O.[OH-].[Li+].O.C1COCC1. The catalyst is CO. The product is [CH3:30][C:15]1[N:16]([C:20]2[CH:25]=[CH:24][CH:23]=[CH:22][C:21]=2[C:26]([F:28])([F:29])[F:27])[C:17]([CH3:19])=[CH:18][C:14]=1[C:12]([NH:11][C:8]1[CH:7]=[CH:6][C:5]([C:4]([OH:31])=[O:3])=[CH:10][CH:9]=1)=[O:13]. The yield is 0.150.